The task is: Predict the reactants needed to synthesize the given product.. This data is from Full USPTO retrosynthesis dataset with 1.9M reactions from patents (1976-2016). (1) Given the product [C:30]([N:37]1[C@@H:42]([CH:43]=[CH:2][CH:3]([CH3:5])[CH3:4])[CH2:41][CH2:40][CH2:39][C@@H:38]1[CH3:45])([O:32][C:33]([CH3:36])([CH3:35])[CH3:34])=[O:31], predict the reactants needed to synthesize it. The reactants are: [Br-].[CH2:2]([P+](C1C=CC=CC=1)(C1C=CC=CC=1)C1C=CC=CC=1)[CH:3]([CH3:5])[CH3:4].[Li]CCCC.[C:30]([N:37]1[C@@H:42]([CH:43]=O)[CH2:41][CH2:40][CH2:39][C@@H:38]1[CH3:45])([O:32][C:33]([CH3:36])([CH3:35])[CH3:34])=[O:31].CCOC(C)=O.CCCCCC. (2) Given the product [NH2:14][CH2:13][C:10]1[C:11]([NH2:12])=[N:5][C:3]([O:2][CH3:1])=[N:4][C:9]=1[C:8]1[CH:15]=[CH:16][C:17]([Cl:19])=[CH:18][C:7]=1[Cl:6], predict the reactants needed to synthesize it. The reactants are: [CH3:1][O:2][C:3](=[NH:5])[NH2:4].[Cl:6][C:7]1[CH:18]=[C:17]([Cl:19])[CH:16]=[CH:15][C:8]=1[CH:9]=[C:10]([C:13]#[N:14])[C:11]#[N:12]. (3) Given the product [F:34][C:35]([F:43])([F:42])[CH2:36][CH2:37][S:38]([O:33][C:30]1[CH:31]=[CH:32][C:27]([N:10]2[C:11]([CH3:26])=[C:12]([C:14]([NH:16][C@H:17]3[CH2:22][CH2:21][CH2:20][CH2:19][C@H:18]3[N:23]([CH3:24])[CH3:25])=[O:15])[N:13]=[C:9]2[C:3]2[CH:4]=[CH:5][C:6]([Cl:8])=[CH:7][C:2]=2[Cl:1])=[CH:28][CH:29]=1)(=[O:40])=[O:39], predict the reactants needed to synthesize it. The reactants are: [Cl:1][C:2]1[CH:7]=[C:6]([Cl:8])[CH:5]=[CH:4][C:3]=1[C:9]1[N:10]([C:27]2[CH:32]=[CH:31][C:30]([OH:33])=[CH:29][CH:28]=2)[C:11]([CH3:26])=[C:12]([C:14]([NH:16][C@H:17]2[CH2:22][CH2:21][CH2:20][CH2:19][C@H:18]2[N:23]([CH3:25])[CH3:24])=[O:15])[N:13]=1.[F:34][C:35]([F:43])([F:42])[CH2:36][CH2:37][S:38](Cl)(=[O:40])=[O:39]. (4) Given the product [CH3:1][N:2]([CH:10]1[CH2:15][CH2:14][CH2:13][CH2:12][O:11]1)[C:3]1[S:4][C:5]([CH:8]=[O:9])=[CH:6][N:7]=1, predict the reactants needed to synthesize it. The reactants are: [CH3:1][N:2]([CH:10]1[CH2:15][CH2:14][CH2:13][CH2:12][O:11]1)[C:3]1[S:4][C:5]([CH2:8][OH:9])=[CH:6][N:7]=1. (5) Given the product [OH:47][C:48]1[CH:49]=[C:50]([C:54]2[CH:63]=[CH:62][CH:61]=[C:60]3[C:55]=2[CH:56]=[CH:57][N:58]=[C:59]3[NH:64][C:65]2[CH:66]=[C:67]([NH:71][C:72](=[O:74])[CH3:73])[CH:68]=[CH:69][CH:70]=2)[CH:51]=[CH:52][CH:53]=1, predict the reactants needed to synthesize it. The reactants are: NC1C=C(NC2C3C(=C(C4C=CC=C(OCC5C=CC=CC=5)C=4)C=CC=3)C=CN=2)C=CC=1.C(OC(=O)C)(=O)C.C([O:47][C:48]1[CH:49]=[C:50]([C:54]2[CH:63]=[CH:62][CH:61]=[C:60]3[C:55]=2[CH:56]=[CH:57][N:58]=[C:59]3[NH:64][C:65]2[CH:66]=[C:67]([NH:71][C:72](=[O:74])[CH3:73])[CH:68]=[CH:69][CH:70]=2)[CH:51]=[CH:52][CH:53]=1)C1C=CC=CC=1.B(Br)(Br)Br. (6) Given the product [OH:21][C:20]1([C:6]2[CH:7]=[CH:8][C:3]([O:2][CH3:1])=[CH:4][CH:5]=2)[C:19]2[C:14](=[C:15]([C:22]([O:24][CH3:25])=[O:23])[CH:16]=[CH:17][CH:18]=2)[NH:13][C:12]1=[O:11], predict the reactants needed to synthesize it. The reactants are: [CH3:1][O:2][C:3]1[CH:8]=[CH:7][C:6]([Mg]Br)=[CH:5][CH:4]=1.[O:11]=[C:12]1[C:20](=[O:21])[C:19]2[C:14](=[C:15]([C:22]([O:24][CH3:25])=[O:23])[CH:16]=[CH:17][CH:18]=2)[NH:13]1. (7) The reactants are: Cl.[Cl:2][C:3]1[CH:8]=[CH:7][C:6]([OH:9])=[CH:5][C:4]=1[C:10]1[CH:34]=[C:33]([CH3:35])[C:13]2[N:14]=[C:15]([NH:18][C:19]3[CH:24]=[CH:23][C:22]([O:25][CH2:26][CH2:27][N:28]4[CH2:32][CH2:31][CH2:30][CH2:29]4)=[CH:21][CH:20]=3)[N:16]=[N:17][C:12]=2[CH:11]=1.CCN(CC)CC.[C:43](Cl)(=[O:45])[CH3:44]. Given the product [Cl:2][C:3]1[CH:8]=[CH:7][C:6]([O:9][C:43](=[O:45])[CH3:44])=[CH:5][C:4]=1[C:10]1[CH:34]=[C:33]([CH3:35])[C:13]2[N:14]=[C:15]([NH:18][C:19]3[CH:24]=[CH:23][C:22]([O:25][CH2:26][CH2:27][N:28]4[CH2:32][CH2:31][CH2:30][CH2:29]4)=[CH:21][CH:20]=3)[N:16]=[N:17][C:12]=2[CH:11]=1, predict the reactants needed to synthesize it. (8) Given the product [NH2:8][C:1]([N:3]1[CH2:4][CH2:15][CH:16]([C:19]([O:21][CH2:22][CH3:23])=[O:20])[CH2:6][CH2:7]1)=[S:2], predict the reactants needed to synthesize it. The reactants are: [C:1]([N:8]1C=CN=C1)([N:3]1[CH:7]=[CH:6]N=[CH:4]1)=[S:2].N1CC[CH:16]([C:19]([O:21][CH2:22][CH3:23])=[O:20])[CH2:15]C1. (9) Given the product [OH:26][C:23]1[N:22]=[CH:21][C:20]([NH:19][C:17](=[O:18])[C:16]2[CH:27]=[CH:28][C:13]([O:5][CH3:4])=[CH:14][CH:15]=2)=[CH:25][CH:24]=1, predict the reactants needed to synthesize it. The reactants are: ClC1C=C(Cl)C=CC=1[C:4](Cl)=[O:5].Cl[C:13]1[CH:28]=[CH:27][C:16]([C:17]([NH:19][C:20]2[CH:21]=[N:22][C:23]([OH:26])=[CH:24][CH:25]=2)=[O:18])=[CH:15][CH:14]=1.